From a dataset of Reaction yield outcomes from USPTO patents with 853,638 reactions. Predict the reaction yield, written as a fraction of the theoretical maximum amount of product (1.0 means a 100% yield; for example, 0.34 means a 34% yield). (1) The reactants are C([O:3][C:4](=[O:20])[CH2:5][CH:6]([N:10]1[C:14]2[CH:15]=[CH:16][CH:17]=[CH:18][C:13]=2[NH:12][C:11]1=[O:19])[CH2:7][CH2:8][CH3:9])C.[Br:21][C:22]1[CH:23]=[CH:24][C:25]([O:30][CH3:31])=[C:26]([CH2:28]O)[CH:27]=1.CC(OC(/N=N/C(OC(C)C)=O)=O)C. The catalyst is C1COCC1. The product is [Br:21][C:22]1[CH:23]=[CH:24][C:25]([O:30][CH3:31])=[C:26]([CH:27]=1)[CH2:28][N:12]1[C:13]2[CH:18]=[CH:17][CH:16]=[CH:15][C:14]=2[N:10]([CH:6]([CH2:7][CH2:8][CH3:9])[CH2:5][C:4]([OH:3])=[O:20])[C:11]1=[O:19]. The yield is 0.990. (2) The reactants are ClC(OCC(C)C)=[O:3].[C:9]([N:16]([CH2:18][C:19]([OH:21])=[O:20])[CH3:17])([O:11][C:12]([CH3:15])([CH3:14])[CH3:13])=[O:10].CN1CCOCC1.[CH2:29]([NH2:39])[C:30]1[CH:38]=[CH:37][C:36]2[O:35][CH2:34][O:33][C:32]=2[CH:31]=1. The catalyst is C1COCC1. The product is [C:29]([NH2:39])(=[O:3])[C:30]1[CH:38]=[CH:37][C:36]2[O:35][CH2:34][O:33][C:32]=2[CH:31]=1.[C:9]([N:16]([CH2:18][C:19]([OH:21])=[O:20])[CH3:17])([O:11][C:12]([CH3:14])([CH3:15])[CH3:13])=[O:10]. The yield is 0.950.